Dataset: Full USPTO retrosynthesis dataset with 1.9M reactions from patents (1976-2016). Task: Predict the reactants needed to synthesize the given product. (1) Given the product [CH2:1]([O:3][C:4]1[CH:5]=[CH:6][C:7]([CH:10]2[N:12]([C:13]3[N:14]=[N:15][C:16]([CH3:19])=[CH:17][CH:18]=3)[C:23](=[O:22])[C:24]([OH:37])=[C:25]2[C:26](=[O:27])[C:28]2[CH:29]=[CH:30][C:31]([CH:34]([CH3:35])[CH3:36])=[CH:32][CH:33]=2)=[N:8][CH:9]=1)[CH3:2], predict the reactants needed to synthesize it. The reactants are: [CH2:1]([O:3][C:4]1[CH:5]=[CH:6][C:7]([CH:10]=O)=[N:8][CH:9]=1)[CH3:2].[NH2:12][C:13]1[N:14]=[N:15][C:16]([CH3:19])=[CH:17][CH:18]=1.C([O:22][C:23](=O)[C:24]([OH:37])=[CH:25][C:26]([C:28]1[CH:33]=[CH:32][C:31]([CH:34]([CH3:36])[CH3:35])=[CH:30][CH:29]=1)=[O:27])C. (2) The reactants are: [F:1][C:2]1[CH:7]=[CH:6][C:5]([F:8])=[CH:4][C:3]=1[C@H:9]1[CH2:13][CH2:12][CH2:11][N:10]1[C:14]1[CH:15]=[CH:16][C:17]2[N:18]([C:20]([N+:23]([O-])=O)=[CH:21][N:22]=2)[N:19]=1. Given the product [F:1][C:2]1[CH:7]=[CH:6][C:5]([F:8])=[CH:4][C:3]=1[C@H:9]1[CH2:13][CH2:12][CH2:11][N:10]1[C:14]1[CH:15]=[CH:16][C:17]2[N:18]([C:20]([NH2:23])=[CH:21][N:22]=2)[N:19]=1, predict the reactants needed to synthesize it. (3) Given the product [OH:34][C:14]1([C:12]#[C:13][C:2]2[CH:11]=[CH:10][C:5]3[C:6](=[O:9])[O:7][CH2:8][C:4]=3[CH:3]=2)[CH2:15][CH2:16][N:17]([C:20](=[O:33])[CH2:21][C:22]2[CH:23]=[CH:24][C:25]([N:28]3[CH:32]=[N:31][N:30]=[N:29]3)=[CH:26][CH:27]=2)[CH2:18][CH2:19]1, predict the reactants needed to synthesize it. The reactants are: Br[C:2]1[CH:11]=[CH:10][C:5]2[C:6](=[O:9])[O:7][CH2:8][C:4]=2[CH:3]=1.[C:12]([C:14]1([OH:34])[CH2:19][CH2:18][N:17]([C:20](=[O:33])[CH2:21][C:22]2[CH:27]=[CH:26][C:25]([N:28]3[CH:32]=[N:31][N:30]=[N:29]3)=[CH:24][CH:23]=2)[CH2:16][CH2:15]1)#[CH:13].C1(P(C2C=CC=CC=2)C2C=CC=CC=2)C=CC=CC=1.[F-].C([N+](CCCC)(CCCC)CCCC)CCC. (4) Given the product [NH:21]1[C:13]2[CH:14]=[C:15]3[CH:16]=[CH:17][CH:18]=[CH:19][C:20]3=[CH:11][C:12]=2[NH:22][C:1](=[O:8])[C:2]1=[O:4], predict the reactants needed to synthesize it. The reactants are: [C:1]([O:8]CC)(=O)[C:2]([O:4]CC)=O.[CH:11]1[C:20]2[C:15](=[CH:16][CH:17]=[CH:18][CH:19]=2)[CH:14]=[C:13]([NH2:21])[C:12]=1[NH2:22]. (5) Given the product [Si:21]([O:20][CH2:19][CH2:18][CH2:17][N:5]1[CH2:6][CH2:7][CH2:8][C:3]([F:9])([F:2])[CH2:4]1)([C:24]([CH3:25])([CH3:26])[CH3:27])([CH3:23])[CH3:22], predict the reactants needed to synthesize it. The reactants are: Cl.[F:2][C:3]1([F:9])[CH2:8][CH2:7][CH2:6][NH:5][CH2:4]1.C(=O)([O-])[O-].[Cs+].[Cs+].Br[CH2:17][CH2:18][CH2:19][O:20][Si:21]([C:24]([CH3:27])([CH3:26])[CH3:25])([CH3:23])[CH3:22].O. (6) The reactants are: Cl[CH2:2][CH2:3][CH2:4][CH2:5][N:6]1[C:10]2[CH:11]=[C:12]([F:15])[CH:13]=[CH:14][C:9]=2[N:8]=[N:7]1.[F:16][C:17]([F:31])([F:30])[C:18]1[CH:19]=[C:20]([N:24]2[CH2:29][CH2:28][NH:27][CH2:26][CH2:25]2)[CH:21]=[CH:22][CH:23]=1.C(N(C(C)C)CC)(C)C.[I-].[K+]. Given the product [F:15][C:12]1[CH:13]=[CH:14][C:9]2[N:8]=[N:7][N:6]([CH2:5][CH2:4][CH2:3][CH2:2][N:27]3[CH2:26][CH2:25][N:24]([C:20]4[CH:21]=[CH:22][CH:23]=[C:18]([C:17]([F:30])([F:31])[F:16])[CH:19]=4)[CH2:29][CH2:28]3)[C:10]=2[CH:11]=1, predict the reactants needed to synthesize it.